Dataset: Forward reaction prediction with 1.9M reactions from USPTO patents (1976-2016). Task: Predict the product of the given reaction. (1) Given the reactants [N+:1]([C:4]1[CH:18]=[CH:17][C:7]2[NH:8][C:9]([CH2:11][N:12]3[CH2:16][CH2:15][CH2:14][CH2:13]3)=[N:10][C:6]=2[CH:5]=1)([O-])=O, predict the reaction product. The product is: [N:12]1([CH2:11][C:9]2[NH:8][C:7]3[CH:17]=[CH:18][C:4]([NH2:1])=[CH:5][C:6]=3[N:10]=2)[CH2:16][CH2:15][CH2:14][CH2:13]1. (2) Given the reactants Cl.[CH2:2]([N:4](C(C)C)[C:5]1[CH:10]=[CH:9][C:8]([NH2:11])=[CH:7][CH:6]=1)[CH3:3].Cl.Cl.[CH2:17]([O:21][C:22]1[CH:27]=[CH:26][C:25]([NH2:28])=[CH:24][C:23]=1[NH2:29])[CH2:18][CH2:19][CH3:20].N.[OH:31]O.[CH2:33]([OH:35])[CH3:34], predict the reaction product. The product is: [NH2:28][C:25]1[C:26](=[N:11][C:8]2[CH:9]=[CH:10][C:5]([N:4]([CH2:2][CH2:3][OH:31])[CH2:34][CH2:33][OH:35])=[CH:6][CH:7]=2)[CH:27]=[C:22]([O:21][CH2:17][CH2:18][CH2:19][CH3:20])[C:23](=[NH:29])[CH:24]=1. (3) Given the reactants Br[C:2]1[CH:10]=[CH:9][CH:8]=[C:7]2[C:3]=1[C:4](=[O:17])[C:5](=[O:16])[N:6]2[CH2:11][CH2:12][CH2:13][CH2:14][CH3:15].C(N1C2C(=CC=CC=2)C(=O)C1=O)CCCC.O1C2C=CC(O)=CC=2OC1.[Br:44][C:45]1[CH:46]=[C:47]([OH:51])[CH:48]=[CH:49][CH:50]=1, predict the reaction product. The product is: [Br:44][C:45]1[CH:50]=[CH:49][C:48]([C:4]2([OH:17])[C:3]3[C:7](=[CH:8][CH:9]=[CH:10][CH:2]=3)[N:6]([CH2:11][CH2:12][CH2:13][CH2:14][CH3:15])[C:5]2=[O:16])=[C:47]([OH:51])[CH:46]=1. (4) Given the reactants [ClH:1].[CH2:2]([C:6]1[N:7]=[C:8]([NH2:11])[NH:9][CH:10]=1)[CH2:3][C:4]#[CH:5].[N:12]([CH2:15][C:16]1[NH:20][C:19]2[CH:21]=[C:22]([CH3:26])[C:23]([CH3:25])=[CH:24][C:18]=2[N:17]=1)=[N+:13]=[N-:14], predict the reaction product. The product is: [ClH:1].[ClH:1].[CH3:25][C:23]1[C:22]([CH3:26])=[CH:21][C:19]2[NH:20][C:16]([CH2:15][N:12]3[CH:5]=[C:4]([CH2:3][CH2:2][C:6]4[N:7]=[C:8]([NH2:11])[NH:9][CH:10]=4)[N:14]=[N:13]3)=[N:17][C:18]=2[CH:24]=1. (5) Given the reactants [C:1]1([CH:11]2[S:15][CH:14]([CH2:16]O)[CH2:13][S:12]2)[C:10]2[C:5](=[CH:6][CH:7]=[CH:8][CH:9]=2)[CH:4]=[CH:3][CH:2]=1.OCC1CSC[S:21]1, predict the reaction product. The product is: [C:1]1([CH:11]2[S:15][CH:14]([CH2:16][SH:21])[CH2:13][S:12]2)[C:10]2[C:5](=[CH:6][CH:7]=[CH:8][CH:9]=2)[CH:4]=[CH:3][CH:2]=1. (6) Given the reactants [CH3:1][N:2]1[C:10]2[C:5](=[CH:6][CH:7]=[C:8]([C:11]([O-:13])=O)[CH:9]=2)[C:4]([N:14]2[CH2:19][CH2:18][N:17]([CH3:20])[CH2:16][CH2:15]2)=[N:3]1.[Li+].C(Cl)CCl.C1C=CC2N(O)N=NC=2C=1.CC[N:38]([CH2:41][CH3:42])CC.[CH3:43][O:44][C:45]1C=C[C:48]([CH2:49]N)=[CH:47][CH:46]=1, predict the reaction product. The product is: [CH3:43][O:44][C:45]1[CH:46]=[CH:47][CH:48]=[CH:49][C:42]=1[CH2:41][NH:38][C:11]([C:8]1[CH:9]=[C:10]2[C:5]([C:4]([N:14]3[CH2:19][CH2:18][N:17]([CH3:20])[CH2:16][CH2:15]3)=[N:3][N:2]2[CH3:1])=[CH:6][CH:7]=1)=[O:13]. (7) Given the reactants Cl[CH2:2][C:3]1[C:4]([S:9][CH:10]2[CH2:14][CH2:13][CH2:12][CH2:11]2)=[N:5][CH:6]=[CH:7][CH:8]=1.C[O:16][C:17](=[O:29])[CH2:18][C@@H:19]1[C:23]2[CH:24]=[CH:25][C:26]([OH:28])=[CH:27][C:22]=2[O:21][CH2:20]1, predict the reaction product. The product is: [CH:10]1([S:9][C:4]2[C:3]([CH2:2][O:28][C:26]3[CH:25]=[CH:24][C:23]4[C@@H:19]([CH2:18][C:17]([OH:29])=[O:16])[CH2:20][O:21][C:22]=4[CH:27]=3)=[CH:8][CH:7]=[CH:6][N:5]=2)[CH2:14][CH2:13][CH2:12][CH2:11]1. (8) Given the reactants ClC1C=NC=C(Cl)C=1[NH:8][C:9]([C:11]1[C:23]2[C:22]3[C:17](=[CH:18][CH:19]=[C:20]([NH2:24])[CH:21]=3)[N:16]([CH3:25])[C:15]=2[C:14]([O:26][CH3:27])=[CH:13][CH:12]=1)=[O:10].N1C=CC=CC=1.[CH2:35]([S:37](Cl)(=[O:39])=[O:38])[CH3:36], predict the reaction product. The product is: [CH3:27][O:26][C:14]1[C:15]2[N:16]([CH3:25])[C:17]3[C:22](=[CH:21][C:20]([NH:24][S:37]([CH2:35][CH3:36])(=[O:39])=[O:38])=[CH:19][CH:18]=3)[C:23]=2[C:11]([C:9]([NH2:8])=[O:10])=[CH:12][CH:13]=1.